This data is from Reaction yield outcomes from USPTO patents with 853,638 reactions. The task is: Predict the reaction yield, written as a fraction of the theoretical maximum amount of product (1.0 means a 100% yield; for example, 0.34 means a 34% yield). (1) The reactants are [N:1]([CH2:4][CH2:5][NH:6][C:7](=[O:21])[CH2:8][CH2:9][CH2:10][CH2:11][CH2:12][CH2:13][CH2:14][CH2:15][CH2:16][CH2:17][CH2:18][CH2:19][CH3:20])=[N+:2]=[N-:3].N([CH2:25][CH2:26]N)=[N+]=[N-].C(N(CC)CC)C. The catalyst is ClCCl. The product is [N:1]([CH2:4][CH2:5][NH:6][C:7](=[O:21])[CH2:8][CH2:9][CH2:10][CH2:11][CH2:12][CH2:13][CH2:14][CH2:15][CH2:16][CH2:17][CH2:18][CH2:19][CH2:20][CH2:25][CH3:26])=[N+:2]=[N-:3]. The yield is 0.840. (2) The reactants are [C:1]([O:5][C:6](=[O:27])[N:7]([C:19]1[CH:24]=[CH:23][C:22]([CH:25]=[O:26])=[CH:21][N:20]=1)[CH2:8][C:9]1[CH:14]=[CH:13][C:12]([C:15]([F:18])([F:17])[F:16])=[CH:11][CH:10]=1)([CH3:4])([CH3:3])[CH3:2].[CH:28]([Si:31]([CH:45]([CH3:47])[CH3:46])([CH:42]([CH3:44])[CH3:43])[O:32][C:33]1[CH:34]=[C:35]2[CH:41]=[CH:40][NH:39][C:36]2=[N:37][CH:38]=1)([CH3:30])[CH3:29].[OH-].[K+].O. The catalyst is CO. The product is [C:1]([O:5][C:6](=[O:27])[N:7]([C:19]1[CH:24]=[CH:23][C:22]([CH:25]([OH:26])[C:41]2[C:35]3[C:36](=[N:37][CH:38]=[C:33]([O:32][Si:31]([CH:42]([CH3:44])[CH3:43])([CH:45]([CH3:47])[CH3:46])[CH:28]([CH3:29])[CH3:30])[CH:34]=3)[NH:39][CH:40]=2)=[CH:21][N:20]=1)[CH2:8][C:9]1[CH:10]=[CH:11][C:12]([C:15]([F:16])([F:17])[F:18])=[CH:13][CH:14]=1)([CH3:4])([CH3:2])[CH3:3]. The yield is 0.700. (3) The reactants are [CH2:1]([O:3][C:4]([C:6]1[N:7]=[CH:8][N:9]2[C:15]=1[CH:14]([CH3:16])[N:13]=[C:12]([C:17]1[CH:22]=[CH:21][CH:20]=[CH:19][C:18]=1[F:23])[C:11]1[CH:24]=[C:25](Br)[CH:26]=[CH:27][C:10]2=1)=[O:5])[CH3:2].[CH3:29][Si:30]([C:33]#[CH:34])([CH3:32])[CH3:31]. The catalyst is C(#N)C.CC([O-])=O.CC([O-])=O.C1C=CC(P(C2C=CC=CC=2)C2C=CC=CC=2)=CC=1.C1C=CC(P(C2C=CC=CC=2)C2C=CC=CC=2)=CC=1.[Pd+2]. The product is [CH2:1]([O:3][C:4]([C:6]1[N:7]=[CH:8][N:9]2[C:15]=1[CH:14]([CH3:16])[N:13]=[C:12]([C:17]1[CH:22]=[CH:21][CH:20]=[CH:19][C:18]=1[F:23])[C:11]1[CH:24]=[C:25]([C:34]#[C:33][Si:30]([CH3:32])([CH3:31])[CH3:29])[CH:26]=[CH:27][C:10]2=1)=[O:5])[CH3:2]. The yield is 0.800.